Dataset: NCI-60 drug combinations with 297,098 pairs across 59 cell lines. Task: Regression. Given two drug SMILES strings and cell line genomic features, predict the synergy score measuring deviation from expected non-interaction effect. (1) Drug 1: CC1OCC2C(O1)C(C(C(O2)OC3C4COC(=O)C4C(C5=CC6=C(C=C35)OCO6)C7=CC(=C(C(=C7)OC)O)OC)O)O. Drug 2: CC1C(C(CC(O1)OC2CC(OC(C2O)C)OC3=CC4=CC5=C(C(=O)C(C(C5)C(C(=O)C(C(C)O)O)OC)OC6CC(C(C(O6)C)O)OC7CC(C(C(O7)C)O)OC8CC(C(C(O8)C)O)(C)O)C(=C4C(=C3C)O)O)O)O. Cell line: SNB-19. Synergy scores: CSS=31.9, Synergy_ZIP=-0.381, Synergy_Bliss=-3.70, Synergy_Loewe=-4.16, Synergy_HSA=-3.37. (2) Drug 1: CC12CCC3C(C1CCC2=O)CC(=C)C4=CC(=O)C=CC34C. Drug 2: C1CN(P(=O)(OC1)NCCCl)CCCl. Cell line: SR. Synergy scores: CSS=48.5, Synergy_ZIP=0.900, Synergy_Bliss=2.88, Synergy_Loewe=-24.7, Synergy_HSA=3.35.